From a dataset of Peptide-MHC class II binding affinity with 134,281 pairs from IEDB. Regression. Given a peptide amino acid sequence and an MHC pseudo amino acid sequence, predict their binding affinity value. This is MHC class II binding data. (1) The peptide sequence is SGVAATESAYLAYRN. The MHC is DRB1_1101 with pseudo-sequence DRB1_1101. The binding affinity (normalized) is 0.402. (2) The peptide sequence is EAMEKELREAFRLYD. The MHC is HLA-DPA10301-DPB10402 with pseudo-sequence HLA-DPA10301-DPB10402. The binding affinity (normalized) is 0.310. (3) The peptide sequence is GSDPKKLVLDIKYTR. The MHC is DRB1_0101 with pseudo-sequence DRB1_0101. The binding affinity (normalized) is 0.207. (4) The peptide sequence is GATDVDGMAWFTPVG. The MHC is HLA-DQA10501-DQB10201 with pseudo-sequence HLA-DQA10501-DQB10201. The binding affinity (normalized) is 0.240. (5) The peptide sequence is VQYSRADEEQQQALS. The MHC is HLA-DQA10102-DQB10602 with pseudo-sequence HLA-DQA10102-DQB10602. The binding affinity (normalized) is 0.178.